From a dataset of M1 muscarinic receptor antagonist screen with 61,756 compounds. Binary Classification. Given a drug SMILES string, predict its activity (active/inactive) in a high-throughput screening assay against a specified biological target. (1) The molecule is Clc1cc2OC(Oc2cc1)(NC(=O)Nc1noc(c1)C)C(F)(F)F. The result is 0 (inactive). (2) The result is 0 (inactive). The compound is O(c1ncnc2c1[nH]c1c2cccc1)CCCC. (3) The compound is s1c2n(c(=O)c(C(=O)Nc3cc(OC)c(OC)cc3)cn2)cc1. The result is 0 (inactive). (4) The drug is s1c2n(nc(c3ccccc3)c(=O)n2)c(c1)C. The result is 0 (inactive). (5) The drug is S(Cc1oc(cc1)C(OC)=O)c1oc(nn1)CNC(=O)c1c(F)cccc1. The result is 0 (inactive). (6) The drug is s1c2c(=O)n(CCCCC(=O)NCc3cccnc3)c(=O)[nH]c2cc1. The result is 0 (inactive). (7) The drug is S(=O)(=O)(NCCc1cc2c([nH]c1=O)cc(cc2)C)c1ccc(F)cc1. The result is 0 (inactive).